From a dataset of Full USPTO retrosynthesis dataset with 1.9M reactions from patents (1976-2016). Predict the reactants needed to synthesize the given product. (1) Given the product [ClH:1].[ClH:1].[Br:8][C:9]1[S:13][C:12]([C:14]([N:16]2[CH2:21][CH2:20][NH:19][CH2:18][CH:17]2[CH2:29][O:30][C:31]2[CH:32]=[N:33][CH:34]=[CH:35][CH:36]=2)=[O:15])=[CH:11][CH:10]=1, predict the reactants needed to synthesize it. The reactants are: [ClH:1].O1CCOCC1.[Br:8][C:9]1[S:13][C:12]([C:14]([N:16]2[CH2:21][CH2:20][N:19](C(OC(C)(C)C)=O)[CH2:18][CH:17]2[CH2:29][O:30][C:31]2[CH:32]=[N:33][CH:34]=[CH:35][CH:36]=2)=[O:15])=[CH:11][CH:10]=1. (2) Given the product [Br:40][C:2]1[CH:11]=[CH:10][C:9]([N:12]([C:17]2[C:36]([CH:37]3[CH2:39][CH2:38]3)=[CH:35][C:20]3[C:21]([C:31](=[O:34])[NH:32][CH3:33])=[C:22]([C:24]4[CH:29]=[CH:28][C:27]([F:30])=[CH:26][CH:25]=4)[O:23][C:19]=3[CH:18]=2)[S:13]([CH3:16])(=[O:15])=[O:14])=[CH:8][C:3]=1[C:4]([O:6][CH3:7])=[O:5], predict the reactants needed to synthesize it. The reactants are: N[C:2]1[CH:11]=[CH:10][C:9]([N:12]([C:17]2[C:36]([CH:37]3[CH2:39][CH2:38]3)=[CH:35][C:20]3[C:21]([C:31](=[O:34])[NH:32][CH3:33])=[C:22]([C:24]4[CH:29]=[CH:28][C:27]([F:30])=[CH:26][CH:25]=4)[O:23][C:19]=3[CH:18]=2)[S:13]([CH3:16])(=[O:15])=[O:14])=[CH:8][C:3]=1[C:4]([O:6][CH3:7])=[O:5].[BrH:40].N([O-])=O.[Na+]. (3) Given the product [C:25]([NH:33][C:15]([N:13]1[CH2:14][C:10](=[N:9][O:8][CH2:1][C:2]2[CH:3]=[CH:4][CH:5]=[CH:6][CH:7]=2)[CH2:11][C@H:12]1[C:22]([N:43]([CH2:36][C:37]1[CH:42]=[CH:41][CH:40]=[CH:39][CH:38]=1)[CH3:44])=[O:24])=[O:17])(=[O:32])[C:26]1[CH:31]=[CH:30][CH:29]=[CH:28][CH:27]=1, predict the reactants needed to synthesize it. The reactants are: [CH2:1]([O:8][N:9]=[C:10]1[CH2:14][N:13]([C:15]([O:17]C(C)(C)C)=O)[C@H:12]([C:22]([OH:24])=O)[CH2:11]1)[C:2]1[CH:7]=[CH:6][CH:5]=[CH:4][CH:3]=1.[C:25]([N:33]=C=O)(=[O:32])[C:26]1[CH:31]=[CH:30][CH:29]=[CH:28][CH:27]=1.[CH2:36]([NH:43][CH3:44])[C:37]1[CH:42]=[CH:41][CH:40]=[CH:39][CH:38]=1. (4) The reactants are: [Cl:1][C:2]1[CH:7]=[CH:6][C:5]([C:8]([C:11]2[N:15]([C:16]3[CH:21]=[CH:20][C:19]([F:22])=[CH:18][CH:17]=3)[C:14]([NH2:23])=[N:13][CH:12]=2)([CH3:10])[CH3:9])=[CH:4][C:3]=1[O:24][CH3:25].N1C=CC=CC=1.[Cl:32][C:33]1[CH:41]=[CH:40][CH:39]=[C:38]([F:42])[C:34]=1[C:35](Cl)=[O:36]. Given the product [Cl:32][C:33]1[CH:41]=[CH:40][CH:39]=[C:38]([F:42])[C:34]=1[C:35]([NH:23][C:14]1[N:15]([C:16]2[CH:21]=[CH:20][C:19]([F:22])=[CH:18][CH:17]=2)[C:11]([C:8]([C:5]2[CH:6]=[CH:7][C:2]([Cl:1])=[C:3]([O:24][CH3:25])[CH:4]=2)([CH3:10])[CH3:9])=[CH:12][N:13]=1)=[O:36], predict the reactants needed to synthesize it.